From a dataset of Forward reaction prediction with 1.9M reactions from USPTO patents (1976-2016). Predict the product of the given reaction. (1) Given the reactants Cl[C:2]1[N:11]=[C:10]([N:12]2[CH2:17][CH2:16][CH2:15][C@@H:14]([NH:18][C:19](=[O:25])[O:20][C:21]([CH3:24])([CH3:23])[CH3:22])[CH2:13]2)[C:9]2[CH2:8][CH2:7][CH2:6][CH2:5][C:4]=2[N:3]=1.[F:26][C:27]([F:37])([F:36])[C:28]1[CH:29]=[C:30]([NH2:35])[CH:31]=[C:32]([NH2:34])[CH:33]=1, predict the reaction product. The product is: [NH2:34][C:32]1[CH:31]=[C:30]([NH:35][C:2]2[N:11]=[C:10]([N:12]3[CH2:17][CH2:16][CH2:15][C@@H:14]([NH:18][C:19](=[O:25])[O:20][C:21]([CH3:24])([CH3:22])[CH3:23])[CH2:13]3)[C:9]3[CH2:8][CH2:7][CH2:6][CH2:5][C:4]=3[N:3]=2)[CH:29]=[C:28]([C:27]([F:26])([F:36])[F:37])[CH:33]=1. (2) Given the reactants [N+:1]([C:4]1[CH:5]=[C:6]2[C:10](=[CH:11][CH:12]=1)[N:9]([CH:13]1[CH2:18][CH2:17][CH2:16][CH2:15][O:14]1)[N:8]=[C:7]2[CH:19]=O)([O-:3])=[O:2].[C:21]1([NH2:28])[CH:26]=[CH:25][CH:24]=[CH:23][C:22]=1[NH2:27].S(=O)(O)[O-].[Na+], predict the reaction product. The product is: [NH:27]1[C:22]2[CH:23]=[CH:24][CH:25]=[CH:26][C:21]=2[N:28]=[C:19]1[C:7]1[C:6]2[C:10](=[CH:11][CH:12]=[C:4]([N+:1]([O-:3])=[O:2])[CH:5]=2)[N:9]([CH:13]2[CH2:18][CH2:17][CH2:16][CH2:15][O:14]2)[N:8]=1. (3) Given the reactants [C:1]([C:3]1([NH:6][C:7](=[O:34])[C@H:8]([CH2:31][CH2:32][CH3:33])[NH:9][C@@H:10]([C:15]2[CH:20]=[CH:19][C:18]([C:21]3[CH:26]=[CH:25][C:24](S(C)(=O)=O)=[CH:23][CH:22]=3)=[CH:17][CH:16]=2)[C:11]([F:14])([F:13])[F:12])[CH2:5][CH2:4]1)#[N:2].B(O)(O)[C:36]1C=CC(C)=CC=1.BrC1C=CC([C@H](N[C@H](C(NC2(C#N)CC2)=O)CCC)C(F)(F)F)=CC=1, predict the reaction product. The product is: [C:1]([C:3]1([NH:6][C:7](=[O:34])[C@@H:8]([NH:9][C@@H:10]([C:15]2[CH:20]=[CH:19][C:18]([C:21]3[CH:26]=[CH:25][C:24]([CH3:36])=[CH:23][CH:22]=3)=[CH:17][CH:16]=2)[C:11]([F:14])([F:13])[F:12])[CH2:31][CH2:32][CH3:33])[CH2:5][CH2:4]1)#[N:2]. (4) Given the reactants [CH2:1]([C:3]1[N:4]([C:28]2[CH:33]=[CH:32][C:31]([OH:34])=[CH:30][CH:29]=2)[C:5](=[O:27])[C:6]([CH2:12][C:13]2[CH:18]=[CH:17][C:16]([C:19]3[C:20]([C:25]#[N:26])=[CH:21][CH:22]=[CH:23][CH:24]=3)=[CH:15][CH:14]=2)=[C:7]([CH2:9][CH2:10][CH3:11])[N:8]=1)[CH3:2].Br[C:36]1([C:41]([O:43][CH3:44])=[O:42])[CH2:40][CH2:39][CH2:38][CH2:37]1.C(=O)([O-])[O-].[Cs+].[Cs+], predict the reaction product. The product is: [C:25]([C:20]1[CH:21]=[CH:22][CH:23]=[CH:24][C:19]=1[C:16]1[CH:17]=[CH:18][C:13]([CH2:12][C:6]2[C:5](=[O:27])[N:4]([C:28]3[CH:33]=[CH:32][C:31]([O:34][C:36]4([C:41]([O:43][CH3:44])=[O:42])[CH2:40][CH2:39][CH2:38][CH2:37]4)=[CH:30][CH:29]=3)[C:3]([CH2:1][CH3:2])=[N:8][C:7]=2[CH2:9][CH2:10][CH3:11])=[CH:14][CH:15]=1)#[N:26]. (5) Given the reactants [CH2:1]([O:3][C:4](=[O:15])[CH2:5][C:6]1[CH:11]=[CH:10][C:9]([CH2:12][CH3:13])=[C:8]([OH:14])[CH:7]=1)[CH3:2].C([O-])([O-])=O.[K+].[K+].[Br:22][C:23]1[CH:28]=[CH:27][C:26]([Cl:29])=[CH:25][C:24]=1F.Cl, predict the reaction product. The product is: [CH2:1]([O:3][C:4](=[O:15])[CH2:5][C:6]1[CH:11]=[CH:10][C:9]([CH2:12][CH3:13])=[C:8]([O:14][C:28]2[CH:27]=[C:26]([Cl:29])[CH:25]=[CH:24][C:23]=2[Br:22])[CH:7]=1)[CH3:2]. (6) Given the reactants [Cl:1][C:2]1[CH:7]=[C:6]([I:8])[CH:5]=[CH:4][C:3]=1[NH:9][C:10]([NH:12][CH3:13])=O.C1C=CC(P(C2C=CC=CC=2)C2C=CC=CC=2)=CC=1, predict the reaction product. The product is: [Cl:1][C:2]1[CH:7]=[C:6]([I:8])[CH:5]=[CH:4][C:3]=1[N:9]=[C:10]=[N:12][CH3:13]. (7) Given the reactants [O:1]1[C:5]2=[CH:6][N:7]=[C:8]([CH:10]([OH:12])[CH3:11])[CH:9]=[C:4]2[CH:3]=[CH:2]1.CC1(C)N([O])C(C)(C)CCC1.C1(N(Cl)C(=O)N(Cl)C(=O)N1Cl)=O, predict the reaction product. The product is: [O:1]1[C:5]2=[CH:6][N:7]=[C:8]([C:10](=[O:12])[CH3:11])[CH:9]=[C:4]2[CH:3]=[CH:2]1.